Dataset: Reaction yield outcomes from USPTO patents with 853,638 reactions. Task: Predict the reaction yield, written as a fraction of the theoretical maximum amount of product (1.0 means a 100% yield; for example, 0.34 means a 34% yield). The reactants are C1(N2CC[O:9]CC2)CCCC=1.[CH3:12][O:13][C:14]1[CH:15]=[C:16]([CH:19]=[CH:20][C:21]=1[O:22][CH3:23])[CH:17]=O.Cl.[CH:25]1[CH:30]=[CH:29][CH:28]=[CH:27]C=1. No catalyst specified. The product is [CH3:12][O:13][C:14]1[CH:15]=[C:16]([CH:19]=[CH:20][C:21]=1[O:22][CH3:23])[CH:17]=[C:27]1[CH2:28][CH2:29][CH2:30][C:25]1=[O:9]. The yield is 0.803.